This data is from Reaction yield outcomes from USPTO patents with 853,638 reactions. The task is: Predict the reaction yield, written as a fraction of the theoretical maximum amount of product (1.0 means a 100% yield; for example, 0.34 means a 34% yield). (1) The reactants are [CH2:1]([O:13][C:14]1[N:15]=[C:16]([Si](C(C)C)(C(C)C)C(C)C)[S:17][C:18]=1[C:19]1[S:23][C:22]([Si](C(C)C)(C(C)C)C(C)C)=[N:21][C:20]=1[O:34][CH2:35][CH2:36][CH2:37][CH2:38][CH2:39][CH2:40][CH2:41][CH2:42][CH2:43][CH2:44][CH2:45][CH3:46])[CH2:2][CH2:3][CH2:4][CH2:5][CH2:6][CH2:7][CH2:8][CH2:9][CH2:10][CH2:11][CH3:12].[F-].C([N+](CCCC)(CCCC)CCCC)CCC. The catalyst is C1COCC1. The product is [CH2:1]([O:13][C:14]1[N:15]=[CH:16][S:17][C:18]=1[C:19]1[S:23][CH:22]=[N:21][C:20]=1[O:34][CH2:35][CH2:36][CH2:37][CH2:38][CH2:39][CH2:40][CH2:41][CH2:42][CH2:43][CH2:44][CH2:45][CH3:46])[CH2:2][CH2:3][CH2:4][CH2:5][CH2:6][CH2:7][CH2:8][CH2:9][CH2:10][CH2:11][CH3:12]. The yield is 0.790. (2) The yield is 0.900. No catalyst specified. The reactants are FC(F)(F)C1C=C(NC(=O)NC2C=CC(C3SC(CCC(OC)=O)=NC=3)=CC=2)C=CC=1.[NH2:32][C:33]1[CH:38]=[CH:37][C:36]([C:39]2[S:43][C:42]([CH2:44][C:45]([CH3:51])([CH3:50])[C:46]([O:48][CH3:49])=[O:47])=[N:41][CH:40]=2)=[CH:35][CH:34]=1.[Cl:52][C:53]1[CH:58]=[CH:57][C:56]([N:59]=[C:60]=[O:61])=[C:55]([O:62][C:63]2[CH:68]=[CH:67][CH:66]=[CH:65][CH:64]=2)[CH:54]=1. The product is [Cl:52][C:53]1[CH:58]=[CH:57][C:56]([NH:59][C:60](=[O:61])[NH:32][C:33]2[CH:34]=[CH:35][C:36]([C:39]3[S:43][C:42]([CH2:44][C:45]([CH3:51])([CH3:50])[C:46]([O:48][CH3:49])=[O:47])=[N:41][CH:40]=3)=[CH:37][CH:38]=2)=[C:55]([O:62][C:63]2[CH:64]=[CH:65][CH:66]=[CH:67][CH:68]=2)[CH:54]=1. (3) The reactants are [C:1]1([C:26]2[CH:31]=[CH:30][CH:29]=[CH:28][CH:27]=2)[CH:6]=[CH:5][C:4]([O:7][CH2:8][CH2:9][CH2:10][CH2:11][CH2:12][CH:13]([C:18](=[O:25])[C:19]([O:23][CH3:24])([O:21][CH3:22])[CH3:20])C(OC)=O)=[CH:3][CH:2]=1.[OH-].[Na+]. The catalyst is CO.O. The product is [C:1]1([C:26]2[CH:27]=[CH:28][CH:29]=[CH:30][CH:31]=2)[CH:6]=[CH:5][C:4]([O:7][CH2:8][CH2:9][CH2:10][CH2:11][CH2:12][CH2:13][C:18](=[O:25])[C:19]([O:21][CH3:22])([O:23][CH3:24])[CH3:20])=[CH:3][CH:2]=1. The yield is 0.800.